This data is from Experimentally validated miRNA-target interactions with 360,000+ pairs, plus equal number of negative samples. The task is: Binary Classification. Given a miRNA mature sequence and a target amino acid sequence, predict their likelihood of interaction. The miRNA is hsa-miR-4793-3p with sequence UCUGCACUGUGAGUUGGCUGGCU. The protein sequence of the target gene is MDELVHDLASALEQTSEQNKLGELWEEMALSPRQQRRQLRKRRGRKRRSDFTHLAEHTCCYSEASESSLDEATKDCREVAPVTNFSDSDDTMVAKRHPALNAIVKSKQHSWHESDSFTENAPCRPLRRRRKVKRVTSEVAASLQQKLKVSDWSYERGCRFKSAKKQRLSRWKENTPWTSSGHGLCESAENRTFLSKTGRKERMECETDEQKQGSDENMSECETSSVCSSSDTGLFTNDEGRQGDDEQSDWFYEGECVPGFTVPNLLPKWAPDHCSEVERMDSGLDKFSDSTFLLPSRPAQ.... Result: 1 (interaction).